The task is: Predict which catalyst facilitates the given reaction.. This data is from Catalyst prediction with 721,799 reactions and 888 catalyst types from USPTO. (1) Reactant: N#N.[CH3:3][C:4]1([C:9]2[N:10]=[C:11]([CH2:14][N:15]3[N:19]=[C:18]([N+:20]([O-])=O)[CH:17]=[N:16]3)[S:12][CH:13]=2)[O:8][CH2:7][CH2:6][O:5]1.[NH4+].[Cl-]. Product: [CH3:3][C:4]1([C:9]2[N:10]=[C:11]([CH2:14][N:15]3[N:19]=[C:18]([NH2:20])[CH:17]=[N:16]3)[S:12][CH:13]=2)[O:5][CH2:6][CH2:7][O:8]1. The catalyst class is: 314. (2) Reactant: [Br:1][C:2]1[CH:15]=[CH:14][C:13]2[C:12]([C:17]3[C:26]4[C:21](=[CH:22][CH:23]=[CH:24][CH:25]=4)[CH:20]=[CH:19][CH:18]=3)(O)[C:11]3[CH:10]=[C:9]4[C:27]5[C:32]([C:33]([CH3:35])([CH3:34])[C:8]4=[CH:7][C:6]=3[C:5]([C:37]3[C:46]4[C:41](=[CH:42][CH:43]=[CH:44][CH:45]=4)[CH:40]=[CH:39][CH:38]=3)(O)[C:4]=2[CH:3]=1)=[CH:31][CH:30]=[CH:29][CH:28]=5.[I-].[K+].[PH2]([O-])=O.[Na+]. Product: [Br:1][C:2]1[CH:15]=[CH:14][C:13]2[C:4](=[C:5]([C:37]3[C:46]4[C:41](=[CH:42][CH:43]=[CH:44][CH:45]=4)[CH:40]=[CH:39][CH:38]=3)[C:6]3[CH:7]=[C:8]4[C:33]([CH3:35])([CH3:34])[C:32]5[C:27](=[CH:28][CH:29]=[CH:30][CH:31]=5)[C:9]4=[CH:10][C:11]=3[C:12]=2[C:17]2[C:26]3[C:21](=[CH:22][CH:23]=[CH:24][CH:25]=3)[CH:20]=[CH:19][CH:18]=2)[CH:3]=1. The catalyst class is: 15. (3) Reactant: [CH:1]1([NH:4][C:5]([C:7]2[CH:8]=[CH:9][C:10]([CH3:31])=[C:11]([C:13]3[C:14]([C:27]([O:29]C)=[O:28])=[CH:15][C:16]([C:19]([NH:21][CH2:22][C:23]([CH3:26])([CH3:25])[CH3:24])=[O:20])=[CH:17][CH:18]=3)[CH:12]=2)=[O:6])[CH2:3][CH2:2]1.[OH-].[K+].C(O)(=O)C. Product: [CH:1]1([NH:4][C:5]([C:7]2[CH:8]=[CH:9][C:10]([CH3:31])=[C:11]([C:13]3[C:14]([C:27]([OH:29])=[O:28])=[CH:15][C:16]([C:19]([NH:21][CH2:22][C:23]([CH3:25])([CH3:26])[CH3:24])=[O:20])=[CH:17][CH:18]=3)[CH:12]=2)=[O:6])[CH2:3][CH2:2]1. The catalyst class is: 72. (4) Reactant: C(O)(C(F)(F)F)=O.C(OC([N:15]1[CH2:20][CH2:19][N:18]([CH2:21][C:22]2[N:23]([CH3:48])[C:24]3[C:29]([N:30]=2)=[C:28]([N:31]2[CH2:36][CH2:35][O:34][CH2:33][CH2:32]2)[N:27]=[C:26]([N:37]2[C:41]4[CH:42]=[CH:43][CH:44]=[CH:45][C:40]=4[N:39]=[C:38]2[CH2:46][CH3:47])[N:25]=3)[CH2:17][C:16]1([CH3:50])[CH3:49])=O)(C)(C)C. Product: [CH3:50][C:16]1([CH3:49])[NH:15][CH2:20][CH2:19][N:18]([CH2:21][C:22]2[N:23]([CH3:48])[C:24]3[C:29]([N:30]=2)=[C:28]([N:31]2[CH2:36][CH2:35][O:34][CH2:33][CH2:32]2)[N:27]=[C:26]([N:37]2[C:41]4[CH:42]=[CH:43][CH:44]=[CH:45][C:40]=4[N:39]=[C:38]2[CH2:46][CH3:47])[N:25]=3)[CH2:17]1. The catalyst class is: 2. (5) Reactant: Cl.[CH2:2]([O:4][C:5]1[CH:17]=[CH:16][CH:15]=[CH:14][C:6]=1[O:7][CH:8]1[CH2:13][CH2:12][CH2:11][NH:10][CH2:9]1)[CH3:3].[C:18]([OH:27])(=[O:26])[C@H:19]([C@@H:21]([C:23]([OH:25])=[O:24])[OH:22])[OH:20]. Product: [C:23]([C@H:21]([C@@H:19]([C:18]([OH:27])=[O:26])[OH:20])[OH:22])([OH:25])=[O:24].[CH2:2]([O:4][C:5]1[CH:17]=[CH:16][CH:15]=[CH:14][C:6]=1[O:7][C@@H:8]1[CH2:13][CH2:12][CH2:11][NH:10][CH2:9]1)[CH3:3]. The catalyst class is: 21. (6) Reactant: [O:1]1[C:5]2([CH2:10][CH2:9][CH:8]([N:11]3[C:20]4[C:15](=[CH:16][CH:17]=[CH:18][CH:19]=4)[CH2:14][CH2:13][CH2:12]3)[CH2:7][CH2:6]2)[O:4][CH2:3][CH2:2]1.[Br:21]N1C(=O)CCC1=O. Product: [Br:21][C:17]1[CH:16]=[C:15]2[C:20](=[CH:19][CH:18]=1)[N:11]([CH:8]1[CH2:7][CH2:6][C:5]3([O:4][CH2:3][CH2:2][O:1]3)[CH2:10][CH2:9]1)[CH2:12][CH2:13][CH2:14]2. The catalyst class is: 18. (7) Reactant: [CH3:1][C:2]1([CH3:15])[C:11]2[C:6](=[CH:7][CH:8]=[CH:9][CH:10]=2)[CH:5]([C:12]([OH:14])=[O:13])[NH:4][CH2:3]1.[OH-].[K+].Cl[CH2:19][C:20]1[C:25]([CH3:26])=[CH:24][C:23]([CH3:27])=[CH:22][C:21]=1[CH3:28]. Product: [CH3:1][C:2]1([CH3:15])[C:11]2[C:6](=[CH:7][CH:8]=[CH:9][CH:10]=2)[CH:5]([C:12]([OH:14])=[O:13])[N:4]([CH2:19][C:20]2[C:25]([CH3:26])=[CH:24][C:23]([CH3:27])=[CH:22][C:21]=2[CH3:28])[CH2:3]1. The catalyst class is: 32. (8) Reactant: [N:1]1([C:7]([O:9][C:10]([CH3:13])([CH3:12])[CH3:11])=[O:8])[CH2:6][CH2:5][NH:4][CH2:3][CH2:2]1.Br[CH2:15][C:16]([C:18]1[CH:23]=[CH:22][C:21]([F:24])=[CH:20][CH:19]=1)=[O:17]. Product: [F:24][C:21]1[CH:22]=[CH:23][C:18]([C:16](=[O:17])[CH2:15][N:4]2[CH2:5][CH2:6][N:1]([C:7]([O:9][C:10]([CH3:13])([CH3:12])[CH3:11])=[O:8])[CH2:2][CH2:3]2)=[CH:19][CH:20]=1. The catalyst class is: 3.